From a dataset of Forward reaction prediction with 1.9M reactions from USPTO patents (1976-2016). Predict the product of the given reaction. The product is: [C:19]([O:18][C:16]1[CH:15]=[C:11]([CH:10]=[C:9]([O:8][CH2:1][C:2]2[CH:3]=[CH:4][CH:5]=[CH:6][CH:7]=2)[CH:17]=1)[C:12]([OH:14])=[O:13])(=[O:21])[CH3:20]. Given the reactants [CH2:1]([O:8][C:9]1[CH:10]=[C:11]([CH:15]=[C:16]([OH:18])[CH:17]=1)[C:12]([OH:14])=[O:13])[C:2]1[CH:7]=[CH:6][CH:5]=[CH:4][CH:3]=1.[C:19](OC(=O)C)(=[O:21])[CH3:20], predict the reaction product.